From a dataset of Full USPTO retrosynthesis dataset with 1.9M reactions from patents (1976-2016). Predict the reactants needed to synthesize the given product. (1) Given the product [CH3:18][N:13]([S:14]([CH3:17])(=[O:16])=[O:15])[C:12]1[NH:8][N:9]=[N:10][C:11]=1[C:19]([O:21][CH3:22])=[O:20], predict the reactants needed to synthesize it. The reactants are: COC1C=CC(C[N:8]2[C:12]([N:13]([CH3:18])[S:14]([CH3:17])(=[O:16])=[O:15])=[C:11]([C:19]([O:21][CH3:22])=[O:20])[N:10]=[N:9]2)=CC=1. (2) The reactants are: [CH3:1][CH:2]([C:19]([NH:21][CH2:22][C:23]([F:29])([F:28])[C:24]([F:27])([F:26])[F:25])=[O:20])[C:3]([NH:5][C@@H:6]1[C:12](=[O:13])[N:11]([CH3:14])[C:10]2[CH:15]=[CH:16][CH:17]=[CH:18][C:9]=2[NH:8][CH2:7]1)=[O:4].ClCCl.[C:33](Cl)(=[O:40])[C:34]1[CH:39]=[CH:38][CH:37]=[CH:36][CH:35]=1.Cl. Given the product [C:33]([N:8]1[CH2:7][C@H:6]([NH:5][C:3](=[O:4])[CH:2]([CH3:1])[C:19]([NH:21][CH2:22][C:23]([F:29])([F:28])[C:24]([F:26])([F:25])[F:27])=[O:20])[C:12](=[O:13])[N:11]([CH3:14])[C:10]2[CH:15]=[CH:16][CH:17]=[CH:18][C:9]1=2)(=[O:40])[C:34]1[CH:39]=[CH:38][CH:37]=[CH:36][CH:35]=1, predict the reactants needed to synthesize it.